Task: Predict the reaction yield, written as a fraction of the theoretical maximum amount of product (1.0 means a 100% yield; for example, 0.34 means a 34% yield).. Dataset: Reaction yield outcomes from USPTO patents with 853,638 reactions (1) The catalyst is Cl. The yield is 0.720. The reactants are [OH:1][CH2:2][C:3]([NH:6][S:7]([C:10]1[S:14][C:13]([NH:15]C(=O)C)=[N:12][CH:11]=1)(=[O:9])=[O:8])([CH3:5])[CH3:4]. The product is [OH:1][CH2:2][C:3]([NH:6][S:7]([C:10]1[S:14][C:13]([NH2:15])=[N:12][CH:11]=1)(=[O:9])=[O:8])([CH3:5])[CH3:4]. (2) The reactants are Br[C:2]1[CH:7]=[CH:6][CH:5]=[CH:4][N:3]=1.[CH2:8]([N:12]1[N:16]=[C:15]2[CH:17]=[CH:18][CH:19]=[C:20]([N+:21]([O-:23])=[O:22])[C:14]2=[N:13]1)[CH2:9][C:10]#[CH:11]. No catalyst specified. The product is [N+:21]([C:20]1[C:14]2[C:15](=[N:16][N:12]([CH2:8][CH2:9][C:10]#[C:11][C:2]3[CH:7]=[CH:6][CH:5]=[CH:4][N:3]=3)[N:13]=2)[CH:17]=[CH:18][CH:19]=1)([O-:23])=[O:22]. The yield is 0.310. (3) The catalyst is CS(C)=O.O. The yield is 0.590. The product is [Cl:1][C:2]1[C:7]([F:8])=[C:6]([NH:20][NH2:21])[N:5]=[C:4]([S:10][CH3:11])[N:3]=1. The reactants are [Cl:1][C:2]1[C:7]([F:8])=[C:6](Cl)[N:5]=[C:4]([S:10][CH3:11])[N:3]=1.C(N(CC)CC)C.O.[NH2:20][NH2:21]. (4) The reactants are [N:1]1[CH:6]=[CH:5][CH:4]=[CH:3][C:2]=1[C:7]1[N:11]=[C:10]([C:12]2[CH:17]=[C:16]([OH:18])[CH:15]=[C:14]([C:19]#[N:20])[CH:13]=2)[O:9][N:8]=1.[C:21](=O)([O-])[O-].[K+].[K+].Cl.[CH3:28][N:29]([CH3:34])[CH:30](C)[CH2:31]Cl. The catalyst is CN(C)C=O. The product is [N:1]1[CH:6]=[CH:5][CH:4]=[CH:3][C:2]=1[C:7]1[N:11]=[C:10]([C:12]2[CH:17]=[C:16]([O:18][CH2:21][CH2:31][CH2:30][N:29]([CH3:34])[CH3:28])[CH:15]=[C:14]([C:19]#[N:20])[CH:13]=2)[O:9][N:8]=1. The yield is 0.240. (5) The product is [CH3:1][C:2]1[C:3]([O:18][CH2:27][CH2:26][CH2:25][N:19]2[CH2:24][CH2:23][CH2:22][CH2:21][CH2:20]2)=[CH:4][N:5]2[C:10]=1[C:9]([O:11][C:12]1[CH:17]=[CH:16][CH:15]=[CH:14][CH:13]=1)=[N:8][CH:7]=[N:6]2. The yield is 0.720. The reactants are [CH3:1][C:2]1[C:3]([OH:18])=[CH:4][N:5]2[C:10]=1[C:9]([O:11][C:12]1[CH:17]=[CH:16][CH:15]=[CH:14][CH:13]=1)=[N:8][CH:7]=[N:6]2.[N:19]1([CH2:25][CH2:26][CH2:27]O)[CH2:24][CH2:23][CH2:22][CH2:21][CH2:20]1.C1(P(C2C=CC=CC=2)C2C=CC=CC=2)C=CC=CC=1.CCOC(/N=N/C(OCC)=O)=O. The catalyst is O1CCCC1.